This data is from Full USPTO retrosynthesis dataset with 1.9M reactions from patents (1976-2016). The task is: Predict the reactants needed to synthesize the given product. Given the product [O:3]=[C:2]1[NH:1][CH:7]([CH2:8][CH2:9][C:10]([NH:32][C:31]2[CH:30]=[CH:29][C:28]([O:27][CH2:26][C:24]3[C:23]4[C:18](=[CH:19][CH:20]=[CH:21][CH:22]=4)[N:17]=[C:16]([CH3:15])[CH:25]=3)=[CH:34][CH:33]=2)=[O:12])[C:5](=[O:6])[NH:4]1, predict the reactants needed to synthesize it. The reactants are: [NH:1]1[CH:7]([CH2:8][CH2:9][C:10]([OH:12])=O)[C:5](=[O:6])[NH:4][C:2]1=[O:3].Cl.Cl.[CH3:15][C:16]1[CH:25]=[C:24]([CH2:26][O:27][C:28]2[CH:34]=[CH:33][C:31]([NH2:32])=[CH:30][CH:29]=2)[C:23]2[C:18](=[CH:19][CH:20]=[CH:21][CH:22]=2)[N:17]=1.N1CC(=O)NC1=O.